This data is from Forward reaction prediction with 1.9M reactions from USPTO patents (1976-2016). The task is: Predict the product of the given reaction. (1) Given the reactants Br[C:2]1[C:3]2[CH:10]=[C:9]([CH2:11][O:12][C:13]3[CH:18]=[CH:17][C:16]([C@@H:19]([C:26]#[C:27][CH3:28])[CH2:20][C:21]([O:23][CH2:24][CH3:25])=[O:22])=[CH:15][CH:14]=3)[CH:8]=[CH:7][C:4]=2[S:5][CH:6]=1.[CH3:29][O:30][C:31]1[CH:36]=[CH:35][N:34]=[CH:33][C:32]=1B(O)O.C([O-])([O-])=O.[Cs+].[Cs+], predict the reaction product. The product is: [CH3:29][O:30][C:31]1[CH:36]=[CH:35][N:34]=[CH:33][C:32]=1[C:2]1[C:3]2[CH:10]=[C:9]([CH2:11][O:12][C:13]3[CH:18]=[CH:17][C:16]([C@@H:19]([C:26]#[C:27][CH3:28])[CH2:20][C:21]([O:23][CH2:24][CH3:25])=[O:22])=[CH:15][CH:14]=3)[CH:8]=[CH:7][C:4]=2[S:5][CH:6]=1. (2) Given the reactants [C:1]([O:4][CH2:5][C:6]1[C:14]2[C:9](=[CH:10][C:11]([Cl:15])=[CH:12][CH:13]=2)[N:8](C(OC(C)(C)C)=O)[CH:7]=1)(=O)C.C[O-].[Na+], predict the reaction product. The product is: [Cl:15][C:11]1[CH:10]=[C:9]2[C:14]([C:6]([CH2:5][O:4][CH3:1])=[CH:7][NH:8]2)=[CH:13][CH:12]=1. (3) Given the reactants Br[C:2]1[CH:3]=[CH:4][C:5]2[C:14]3[C:9](=[C:10]([NH2:20])[N:11]=[C:12]([N:15]4[CH:19]=[CH:18][N:17]=[CH:16]4)[CH:13]=3)[CH:8]=[N:7][C:6]=2[CH:21]=1.CC1(C)C(C)(C)OB([CH:30]=[CH:31][CH2:32][CH2:33][N:34]2[CH2:38][CH2:37][CH2:36][CH2:35]2)O1.C(=O)([O-])[O-].[K+].[K+].C1(C)C=CC=CC=1, predict the reaction product. The product is: [N:15]1([C:12]2[CH:13]=[C:14]3[C:9](=[C:10]([NH2:20])[N:11]=2)[CH:8]=[N:7][C:6]2[CH:21]=[C:2](/[CH:30]=[CH:31]/[CH2:32][CH2:33][N:34]4[CH2:38][CH2:37][CH2:36][CH2:35]4)[CH:3]=[CH:4][C:5]3=2)[CH:19]=[CH:18][N:17]=[CH:16]1. (4) Given the reactants Cl[C:2]([O:4][C:5]1[CH:10]=[CH:9][CH:8]=[CH:7][CH:6]=1)=[O:3].[NH2:11][C:12]1[C:21]2[C:16](=[CH:17][CH:18]=[CH:19][CH:20]=2)[C:15]([O:22][C:23]2[CH:28]=[CH:27][N:26]=[C:25]([NH:29][C:30]3[CH:35]=[C:34]([O:36][CH2:37][CH2:38][O:39][CH2:40][CH2:41][O:42][CH2:43][CH2:44][O:45][CH3:46])[CH:33]=[C:32]([O:47][CH3:48])[CH:31]=3)[N:24]=2)=[CH:14][CH:13]=1.C([O-])(O)=O.[Na+], predict the reaction product. The product is: [CH3:48][O:47][C:32]1[CH:31]=[C:30]([NH:29][C:25]2[N:24]=[C:23]([O:22][C:15]3[C:16]4[C:21](=[CH:20][CH:19]=[CH:18][CH:17]=4)[C:12]([NH:11][C:2](=[O:3])[O:4][C:5]4[CH:10]=[CH:9][CH:8]=[CH:7][CH:6]=4)=[CH:13][CH:14]=3)[CH:28]=[CH:27][N:26]=2)[CH:35]=[C:34]([O:36][CH2:37][CH2:38][O:39][CH2:40][CH2:41][O:42][CH2:43][CH2:44][O:45][CH3:46])[CH:33]=1. (5) Given the reactants [CH3:1][C@@H:2]1[CH2:7][CH2:6][CH2:5][CH2:4][C@@H:3]1[N:8]1[C:12]2=[C:13]3[CH:19]=[CH:18][N:17](COCC[Si](C)(C)C)[C:14]3=[N:15][CH:16]=[C:11]2[N:10]([CH2:28][C:29]2[CH:36]=[CH:35][C:32]([C:33]#[N:34])=[CH:31][CH:30]=2)[C:9]1=[O:37].Cl, predict the reaction product. The product is: [CH3:1][C@@H:2]1[CH2:7][CH2:6][CH2:5][CH2:4][C@@H:3]1[N:8]1[C:12]2=[C:13]3[CH:19]=[CH:18][NH:17][C:14]3=[N:15][CH:16]=[C:11]2[N:10]([CH2:28][C:29]2[CH:30]=[CH:31][C:32]([C:33]#[N:34])=[CH:35][CH:36]=2)[C:9]1=[O:37]. (6) The product is: [C:10]([O:9][C:7]([N:5]1[CH2:6][C:3]([C:1]#[N:2])([CH2:25][CH3:26])[CH2:4]1)=[O:8])([CH3:13])([CH3:12])[CH3:11]. Given the reactants [C:1]([CH:3]1[CH2:6][N:5]([C:7]([O:9][C:10]([CH3:13])([CH3:12])[CH3:11])=[O:8])[CH2:4]1)#[N:2].C[Si]([N-][Si](C)(C)C)(C)C.[Li+].I[CH2:25][CH3:26], predict the reaction product.